Dataset: Forward reaction prediction with 1.9M reactions from USPTO patents (1976-2016). Task: Predict the product of the given reaction. (1) Given the reactants [CH2:1]([O:8][C:9]1[CH:14]=[CH:13][C:12]([C:15]2[CH:16]=[C:17]([C:31](O)=[O:32])[C:18]3[C:23]([CH3:24])=[N:22][N:21]([CH:25]4[CH2:30][CH2:29][CH2:28][CH2:27][O:26]4)[C:19]=3[N:20]=2)=[C:11]([F:34])[CH:10]=1)[C:2]1[CH:7]=[CH:6][CH:5]=[CH:4][CH:3]=1.[CH3:35][CH2:36][N:37]([CH:41]([CH3:43])C)[CH:38]([CH3:40])C, predict the reaction product. The product is: [CH2:41]([N:37]1[CH2:36][CH2:35][C:15]([NH:20][C:31]([C:17]2[C:18]3[C:23]([CH3:24])=[N:22][N:21]([CH:25]4[CH2:30][CH2:29][CH2:28][CH2:27][O:26]4)[C:19]=3[N:20]=[C:15]([C:12]3[CH:13]=[CH:14][C:9]([O:8][CH2:1][C:2]4[CH:7]=[CH:6][CH:5]=[CH:4][CH:3]=4)=[CH:10][C:11]=3[F:34])[CH:16]=2)=[O:32])([C:12]2[CH:13]=[CH:14][CH:9]=[CH:10][CH:11]=2)[CH2:40][CH2:38]1)[C:43]1[CH:4]=[CH:3][CH:2]=[CH:7][CH:6]=1. (2) The product is: [Cl:1][C:2]1[CH:3]=[N:4][C:5]2[N:6]([N:8]=[C:9]([C:11]([N:21]3[C:20]([CH3:29])([CH3:28])[CH2:19][C:18]4[C:23](=[CH:24][C:25]([O:26][CH3:27])=[C:16]([O:15][CH3:14])[CH:17]=4)[CH2:22]3)=[O:13])[CH:10]=2)[CH:7]=1. Given the reactants [Cl:1][C:2]1[CH:3]=[N:4][C:5]2[N:6]([N:8]=[C:9]([C:11]([OH:13])=O)[CH:10]=2)[CH:7]=1.[CH3:14][O:15][C:16]1[CH:17]=[C:18]2[C:23](=[CH:24][C:25]=1[O:26][CH3:27])[CH2:22][NH:21][C:20]([CH3:29])([CH3:28])[CH2:19]2, predict the reaction product. (3) Given the reactants [NH2:1][CH:2]([C:7]1[CH:12]=[CH:11][C:10]([Cl:13])=[CH:9][CH:8]=1)[CH2:3][C:4]([OH:6])=[O:5].[OH-].[Na+].[C:16]1([CH2:22][C:23](Cl)=[O:24])[CH:21]=[CH:20][CH:19]=[CH:18][CH:17]=1, predict the reaction product. The product is: [Cl:13][C:10]1[CH:9]=[CH:8][C:7]([CH:2]([NH:1][C:23](=[O:24])[CH2:22][C:16]2[CH:21]=[CH:20][CH:19]=[CH:18][CH:17]=2)[CH2:3][C:4]([OH:6])=[O:5])=[CH:12][CH:11]=1. (4) Given the reactants [Cl:1][C:2]1[N:3]=[C:4](Cl)[C:5]2[S:10][CH2:9][CH2:8][C:6]=2[N:7]=1.C(N(C(C)C)CC)(C)C.[NH2:21][C@@H:22]1[CH2:27][N:26]([CH3:28])[C:25](=[O:29])[CH2:24][CH2:23]1, predict the reaction product. The product is: [Cl:1][C:2]1[N:3]=[C:4]([NH:21][C@@H:22]2[CH2:27][N:26]([CH3:28])[C:25](=[O:29])[CH2:24][CH2:23]2)[C:5]2[S:10][CH2:9][CH2:8][C:6]=2[N:7]=1. (5) Given the reactants [CH:1]([C:4]1[CH:9]=[CH:8][C:7]([C:10]2[N:11]=[C:12]([NH2:15])[S:13][CH:14]=2)=[CH:6][CH:5]=1)([CH3:3])[CH3:2].[CH:16]1([C:20](Cl)=[O:21])[CH2:19][CH2:18][CH2:17]1.N1C=CC=CC=1, predict the reaction product. The product is: [CH:1]([C:4]1[CH:5]=[CH:6][C:7]([C:10]2[N:11]=[C:12]([NH:15][C:20]([CH:16]3[CH2:19][CH2:18][CH2:17]3)=[O:21])[S:13][CH:14]=2)=[CH:8][CH:9]=1)([CH3:3])[CH3:2]. (6) Given the reactants [C:1]([O:5][C:6](=[O:22])[NH:7][C:8]1[CH:13]=[C:12]([N:14]([CH3:16])[CH3:15])[C:11]([C:17]([F:20])([F:19])[F:18])=[CH:10][C:9]=1[NH2:21])([CH3:4])([CH3:3])[CH3:2].C([O:27][C:28](=O)[CH2:29][C:30]([C:32]1[CH:37]=[CH:36][CH:35]=[C:34]([C:38]2[N:39]=[N:40][C:41]([O:44][CH3:45])=[CH:42][CH:43]=2)[CH:33]=1)=[O:31])(C)(C)C, predict the reaction product. The product is: [C:1]([O:5][C:6](=[O:22])[NH:7][C:8]1[CH:13]=[C:12]([N:14]([CH3:16])[CH3:15])[C:11]([C:17]([F:20])([F:19])[F:18])=[CH:10][C:9]=1[NH:21][C:28](=[O:27])[CH2:29][C:30]([C:32]1[CH:37]=[CH:36][CH:35]=[C:34]([C:38]2[N:39]=[N:40][C:41]([O:44][CH3:45])=[CH:42][CH:43]=2)[CH:33]=1)=[O:31])([CH3:4])([CH3:2])[CH3:3]. (7) The product is: [CH3:18][O:17][C:13]1[CH:12]=[C:11]([C:6]2[C:7]3[CH2:8][CH2:9][N:25]([CH2:26][C:27]4[CH:28]=[N:29][CH:30]=[CH:31][CH:32]=4)[C:2]=3[N:3]=[C:4]([N:19]3[CH2:24][CH2:23][O:22][CH2:21][CH2:20]3)[N:5]=2)[CH:16]=[CH:15][CH:14]=1. Given the reactants Cl[C:2]1[C:7]([CH2:8][CH2:9]Cl)=[C:6]([C:11]2[CH:16]=[CH:15][CH:14]=[C:13]([O:17][CH3:18])[CH:12]=2)[N:5]=[C:4]([N:19]2[CH2:24][CH2:23][O:22][CH2:21][CH2:20]2)[N:3]=1.[NH2:25][CH2:26][C:27]1[CH:28]=[N:29][CH:30]=[CH:31][CH:32]=1, predict the reaction product. (8) Given the reactants Br[C:2]1[CH:3]=[C:4]([C:8]2([C:20]3[CH:25]=[CH:24][N:23]=[C:22]([CH3:26])[CH:21]=3)[C:16]3[C:11](=[C:12]([F:18])[CH:13]=[C:14]([Cl:17])[CH:15]=3)[C:10]([NH2:19])=[N:9]2)[CH:5]=[CH:6][CH:7]=1.[N:27]1[CH:32]=[C:31](B(O)O)[CH:30]=[N:29][CH:28]=1.C(=O)([O-])[O-].[K+].[K+], predict the reaction product. The product is: [Cl:17][C:14]1[CH:15]=[C:16]2[C:11]([C:10]([NH2:19])=[N:9][C:8]2([C:20]2[CH:25]=[CH:24][N:23]=[C:22]([CH3:26])[CH:21]=2)[C:4]2[CH:5]=[CH:6][CH:7]=[C:2]([C:31]3[CH:32]=[N:27][CH:28]=[N:29][CH:30]=3)[CH:3]=2)=[C:12]([F:18])[CH:13]=1. (9) The product is: [Br:1][C:2]1[CH:7]=[CH:6][CH:5]=[C:4]([N+:8]([O-:10])=[O:9])[C:3]=1[NH:12][C:13]1[CH:18]=[CH:17][CH:16]=[CH:15][CH:14]=1. Given the reactants [Br:1][C:2]1[CH:7]=[CH:6][CH:5]=[C:4]([N+:8]([O-:10])=[O:9])[C:3]=1F.[NH2:12][C:13]1[CH:18]=[CH:17][CH:16]=[CH:15][CH:14]=1, predict the reaction product. (10) Given the reactants [Cl:1][C:2]1[CH:3]=[C:4]([C:8]#[C:9][C:10]2[N:11]=[C:12]([CH3:22])[N:13]([C:15]3[CH:20]=[CH:19][NH:18][C:17](=[O:21])[CH:16]=3)[CH:14]=2)[CH:5]=[CH:6][CH:7]=1.[C:23](=O)([O-])[O-].[K+].[K+].CI, predict the reaction product. The product is: [Cl:1][C:2]1[CH:3]=[C:4]([C:8]#[C:9][C:10]2[N:11]=[C:12]([CH3:22])[N:13]([C:15]3[CH:20]=[CH:19][N:18]([CH3:23])[C:17](=[O:21])[CH:16]=3)[CH:14]=2)[CH:5]=[CH:6][CH:7]=1.